Dataset: Forward reaction prediction with 1.9M reactions from USPTO patents (1976-2016). Task: Predict the product of the given reaction. (1) Given the reactants Br[CH2:2]/[CH:3]=[CH:4]/[C:5]([OH:7])=O.C(Cl)(=O)C([Cl:11])=O.[NH2:14][C:15]1[CH:16]=[C:17]([CH:45]=[CH:46][CH:47]=1)[O:18][C:19]1[N:20]=[C:21]([NH:31][C:32]2[CH:37]=[CH:36][C:35]([N:38]3[CH2:43][CH2:42][N:41]([CH3:44])[CH2:40][CH2:39]3)=[CH:34][CH:33]=2)[C:22]([C:28]([NH2:30])=[O:29])=[N:23][C:24]=1[CH:25]([CH3:27])[CH3:26].C(=O)([O-])O.[Na+], predict the reaction product. The product is: [Cl:11][CH2:2]/[CH:3]=[CH:4]/[C:5]([NH:14][C:15]1[CH:16]=[C:17]([CH:45]=[CH:46][CH:47]=1)[O:18][C:19]1[N:20]=[C:21]([NH:31][C:32]2[CH:33]=[CH:34][C:35]([N:38]3[CH2:39][CH2:40][N:41]([CH3:44])[CH2:42][CH2:43]3)=[CH:36][CH:37]=2)[C:22]([C:28]([NH2:30])=[O:29])=[N:23][C:24]=1[CH:25]([CH3:26])[CH3:27])=[O:7]. (2) Given the reactants [CH2:1]([CH2:13][NH2:14])[CH2:2][C:3]([P:9]([O-:12])([OH:11])=[O:10])([P:5]([OH:8])([OH:7])=[O:6])[OH:4].O.O.O.[Na+].O.Cl, predict the reaction product. The product is: [CH2:1]([CH2:13][NH2:14])[CH2:2][C:3]([P:5]([OH:7])([OH:8])=[O:6])([P:9]([OH:12])([OH:11])=[O:10])[OH:4]. (3) Given the reactants FC(F)(F)C(O)=O.[NH2:8][C@H:9]([C:19]1[C:24]([C:25]2[CH:26]=[CH:27][C:28]([F:34])=[C:29]([CH:33]=2)[C:30]([NH2:32])=[O:31])=[CH:23][CH:22]=[CH:21][N:20]=1)[CH2:10][C:11]1[CH:16]=[C:15]([F:17])[CH:14]=[C:13]([F:18])[CH:12]=1.[F:35][C:36]([F:52])([F:51])[C:37]1[C:45]2[CH2:44][CH2:43][CH:42]3[CH2:46][CH:41]3[C:40]=2[N:39]([CH2:47][C:48](O)=[O:49])[N:38]=1, predict the reaction product. The product is: [F:17][C:15]1[CH:16]=[C:11]([CH2:10][C@@H:9]([C:19]2[C:24]([C:25]3[CH:26]=[CH:27][C:28]([F:34])=[C:29]([CH:33]=3)[C:30]([NH2:32])=[O:31])=[CH:23][CH:22]=[CH:21][N:20]=2)[NH:8][C:48](=[O:49])[CH2:47][N:39]2[C:40]3[CH:41]4[CH2:46][CH:42]4[CH2:43][CH2:44][C:45]=3[C:37]([C:36]([F:51])([F:35])[F:52])=[N:38]2)[CH:12]=[C:13]([F:18])[CH:14]=1.